The task is: Predict the reactants needed to synthesize the given product.. This data is from Full USPTO retrosynthesis dataset with 1.9M reactions from patents (1976-2016). (1) Given the product [C:17]([NH:2][C@H:3]([C:8]([OH:10])=[O:9])[CH2:4][C:5](=[O:7])[NH2:6])(=[O:24])[C:18]1[CH:23]=[CH:22][CH:21]=[CH:20][CH:19]=1, predict the reactants needed to synthesize it. The reactants are: O.[NH2:2][C@H:3]([C:8]([OH:10])=[O:9])[CH2:4][C:5](=[O:7])[NH2:6].C(=O)([O-])[O-].[K+].[K+].[C:17](Cl)(=[O:24])[C:18]1[CH:23]=[CH:22][CH:21]=[CH:20][CH:19]=1. (2) Given the product [ClH:31].[CH2:1]([O:8][C:9]1[CH:14]=[CH:13][N:12]([C:15]2[CH:23]=[C:22]3[C:18]([C:19]4[CH2:29][CH2:28][CH2:27][NH:26][CH2:25][C:20]=4[N:21]3[CH3:24])=[CH:17][CH:16]=2)[C:11](=[O:30])[CH:10]=1)[C:2]1[CH:3]=[CH:4][CH:5]=[CH:6][CH:7]=1, predict the reactants needed to synthesize it. The reactants are: [CH2:1]([O:8][C:9]1[CH:14]=[CH:13][N:12]([C:15]2[CH:23]=[C:22]3[C:18]([C:19]4[CH2:29][CH2:28][CH2:27][NH:26][CH2:25][C:20]=4[N:21]3[CH3:24])=[CH:17][CH:16]=2)[C:11](=[O:30])[CH:10]=1)[C:2]1[CH:7]=[CH:6][CH:5]=[CH:4][CH:3]=1.[ClH:31].C(OCC)C. (3) Given the product [CH2:1]([O:3][C:4]([C:6]1[C:15]([Cl:16])=[CH:14][C:13]2[C:8](=[C:9]([OH:17])[CH:10]=[CH:11][CH:12]=2)[CH:7]=1)=[O:5])[CH3:2], predict the reactants needed to synthesize it. The reactants are: [CH2:1]([O:3][C:4]([C:6]1[C:15]([Cl:16])=[CH:14][C:13]2[C:8](=[C:9]([O:17]C)[CH:10]=[CH:11][CH:12]=2)[CH:7]=1)=[O:5])[CH3:2].B(Cl)(Cl)Cl.O. (4) Given the product [O:33]1[CH2:38][CH2:37][C:36](=[CH:12][C:10]2[CH:9]=[CH:8][C:6]3[N:7]=[C:2]([Cl:1])[N:3]=[C:4]([N:19]4[CH2:20][CH2:21][O:22][CH2:23][CH2:24]4)[C:5]=3[N:11]=2)[CH2:35][CH2:34]1, predict the reactants needed to synthesize it. The reactants are: [Cl:1][C:2]1[N:3]=[C:4]([N:19]2[CH2:24][CH2:23][O:22][CH2:21][CH2:20]2)[C:5]2[N:11]=[C:10]([CH2:12]P(=O)(OC)OC)[CH:9]=[CH:8][C:6]=2[N:7]=1.C([N-]C(C)C)(C)C.[Li+].[O:33]1[CH2:38][CH2:37][C:36](=O)[CH2:35][CH2:34]1. (5) The reactants are: CS[C:3]1[NH:4][CH2:5][CH2:6][C:7]2([C:16]3[C:11](=[CH:12][CH:13]=[CH:14][CH:15]=3)[CH2:10][CH2:9]2)[N:8]=1.[NH2:17][N:18]1[C:22]([C:23](O)=[O:24])=[CH:21][N:20]=[C:19]1[CH:26]1[CH2:31][CH2:30][O:29][CH2:28][CH2:27]1.CN(C(ON1N=NC2C=CC=NC1=2)=[N+](C)C)C.F[P-](F)(F)(F)(F)F.CCN(C(C)C)C(C)C. Given the product [O:29]1[CH2:30][CH2:31][CH:26]([C:19]2[N:18]3[C:22]([C:23](=[O:24])[N:4]4[CH2:5][CH2:6][C:7]5([C:16]6[C:11](=[CH:12][CH:13]=[CH:14][CH:15]=6)[CH2:10][CH2:9]5)[NH:8][C:3]4=[N:17]3)=[CH:21][N:20]=2)[CH2:27][CH2:28]1, predict the reactants needed to synthesize it. (6) Given the product [Cl:29][C:30]1[CH:31]=[N:32][N:33]([C:35]2([C:9]3[NH:1][C:2]4=[N:3][C:4]([N:16]5[CH2:21][CH2:20][CH2:19][C@@H:18]([C:22]([N:24]6[CH2:25][CH2:26][CH2:27][CH2:28]6)=[O:23])[CH2:17]5)=[CH:5][CH:6]=[C:7]4[N:8]=3)[CH2:37][CH2:36]2)[CH:34]=1, predict the reactants needed to synthesize it. The reactants are: [NH2:1][C:2]1[C:7]([NH:8][C:9](=O)OC(C)(C)C)=[CH:6][CH:5]=[C:4]([N:16]2[CH2:21][CH2:20][CH2:19][C@@H:18]([C:22]([N:24]3[CH2:28][CH2:27][CH2:26][CH2:25]3)=[O:23])[CH2:17]2)[N:3]=1.[Cl:29][C:30]1[CH:31]=[N:32][N:33]([C:35]2(C(O)=O)[CH2:37][CH2:36]2)[CH:34]=1.C(N(CC)C(C)C)(C)C.CCCP1(OP(CCC)(=O)OP(CCC)(=O)O1)=O.CS(O)(=O)=O. (7) Given the product [CH:15]([NH:14][C:8]1[C:7]2[C:12](=[CH:13][C:4]([O:3][CH2:27][CH2:26][CH2:25][S:24][CH3:23])=[C:5]([C:18]([O:20][CH2:21][CH3:22])=[O:19])[CH:6]=2)[N:11]=[CH:10][N:9]=1)([CH3:17])[CH3:16], predict the reactants needed to synthesize it. The reactants are: [H-].[Na+].[OH:3][C:4]1[CH:13]=[C:12]2[C:7]([C:8]([NH:14][CH:15]([CH3:17])[CH3:16])=[N:9][CH:10]=[N:11]2)=[CH:6][C:5]=1[C:18]([O:20][CH2:21][CH3:22])=[O:19].[CH3:23][S:24][CH2:25][CH2:26][CH2:27]OS(C1C=CC(C)=CC=1)(=O)=O.O.